Dataset: CYP2C19 inhibition data for predicting drug metabolism from PubChem BioAssay. Task: Regression/Classification. Given a drug SMILES string, predict its absorption, distribution, metabolism, or excretion properties. Task type varies by dataset: regression for continuous measurements (e.g., permeability, clearance, half-life) or binary classification for categorical outcomes (e.g., BBB penetration, CYP inhibition). Dataset: cyp2c19_veith. The compound is CC(=O)c1cn(CCNc2ncc(C(F)(F)F)cc2Cl)c(=O)[nH]c1=O. The result is 0 (non-inhibitor).